From a dataset of Catalyst prediction with 721,799 reactions and 888 catalyst types from USPTO. Predict which catalyst facilitates the given reaction. (1) Reactant: [F:1][C:2]1[CH:7]=[C:6]([F:8])[CH:5]=[CH:4][C:3]=1[C:9]1[N:14]=[C:13]([N:15]2[CH2:20][CH2:19][N:18](C(OC(C)(C)C)=O)[CH2:17][CH2:16]2)[CH:12]=[N:11][CH:10]=1.C(OCC)(=O)C.Cl. Product: [F:1][C:2]1[CH:7]=[C:6]([F:8])[CH:5]=[CH:4][C:3]=1[C:9]1[CH:10]=[N:11][CH:12]=[C:13]([N:15]2[CH2:16][CH2:17][NH:18][CH2:19][CH2:20]2)[N:14]=1. The catalyst class is: 13. (2) Reactant: FC(F)(F)S(O[C:7]([CH:9]1[CH2:13][CH2:12][CH2:11][CH2:10]1)=[CH2:8])(=O)=O.[B:16]1([B:16]2[O:20][C:19]([CH3:22])([CH3:21])[C:18]([CH3:24])([CH3:23])[O:17]2)[O:20][C:19]([CH3:22])([CH3:21])[C:18]([CH3:24])([CH3:23])[O:17]1.[O-]C1C=CC=CC=1.[Na+].C1(P(C2C=CC=CC=2)C2C=CC=CC=2)C=CC=CC=1. Product: [CH:9]1([C:7]([B:16]2[O:20][C:19]([CH3:22])([CH3:21])[C:18]([CH3:24])([CH3:23])[O:17]2)=[CH2:8])[CH2:13][CH2:12][CH2:11][CH2:10]1. The catalyst class is: 747. (3) Reactant: CS(O[CH2:6][C:7]1[CH:12]=[CH:11][C:10]([N+:13]([O-:15])=[O:14])=[CH:9][C:8]=1[CH2:16][CH2:17]OS(C)(=O)=O)(=O)=O.C(N(CC)CC)C.[C:30]([NH:33][CH2:34][CH2:35][NH2:36])(=[O:32])[CH3:31].O. Product: [N+:13]([C:10]1[CH:9]=[C:8]2[C:7](=[CH:12][CH:11]=1)[CH2:6][N:36]([CH2:35][CH2:34][NH:33][C:30](=[O:32])[CH3:31])[CH2:17][CH2:16]2)([O-:15])=[O:14]. The catalyst class is: 7. (4) Reactant: C[O:2][C:3](=[O:30])[CH2:4][N:5]1[CH2:12][CH:11]2[CH:7]([CH2:8][N:9]([CH2:13][C:14]3[CH:19]=[CH:18][C:17]([O:20][C:21]4[S:22][C:23]5[CH:29]=[CH:28][CH:27]=[CH:26][C:24]=5[N:25]=4)=[CH:16][CH:15]=3)[CH2:10]2)[CH2:6]1.[OH-].[K+]. Product: [S:22]1[C:23]2[CH:29]=[CH:28][CH:27]=[CH:26][C:24]=2[N:25]=[C:21]1[O:20][C:17]1[CH:16]=[CH:15][C:14]([CH2:13][N:9]2[CH2:8][CH:7]3[CH2:6][N:5]([CH2:4][C:3]([OH:30])=[O:2])[CH2:12][CH:11]3[CH2:10]2)=[CH:19][CH:18]=1. The catalyst class is: 252. (5) Reactant: [Br:1][C:2]1[CH:3]=[CH:4][C:5]([CH:8]2[CH2:12][CH2:11][CH2:10][NH:9]2)=[N:6][CH:7]=1.[C:13](O[C:13]([O:15][C:16]([CH3:19])([CH3:18])[CH3:17])=[O:14])([O:15][C:16]([CH3:19])([CH3:18])[CH3:17])=[O:14].C(N(CC)CC)C. Product: [C:16]([O:15][C:13]([N:9]1[CH2:10][CH2:11][CH2:12][CH:8]1[C:5]1[CH:4]=[CH:3][C:2]([Br:1])=[CH:7][N:6]=1)=[O:14])([CH3:19])([CH3:18])[CH3:17]. The catalyst class is: 2. (6) Reactant: [Cl:1][C:2]1[CH:3]=[C:4]([C:12]2[O:16][N:15]=[C:14]([C:17]3[CH:18]=[CH:19][C:20]([CH2:27][CH2:28][C:29]([O:31]CC)=[O:30])=[C:21]4[C:25]=3[N:24]([CH3:26])[CH:23]=[CH:22]4)[N:13]=2)[CH:5]=[N:6][C:7]=1[O:8][CH:9]([CH3:11])[CH3:10].[OH-].[Na+]. Product: [Cl:1][C:2]1[CH:3]=[C:4]([C:12]2[O:16][N:15]=[C:14]([C:17]3[CH:18]=[CH:19][C:20]([CH2:27][CH2:28][C:29]([OH:31])=[O:30])=[C:21]4[C:25]=3[N:24]([CH3:26])[CH:23]=[CH:22]4)[N:13]=2)[CH:5]=[N:6][C:7]=1[O:8][CH:9]([CH3:11])[CH3:10]. The catalyst class is: 40. (7) Reactant: [Cl:1][C:2]1[N:7]=[C:6]([Cl:8])[C:5]([Cl:9])=[C:4]([C:10]2[CH:15]=[C:14]([Cl:16])[CH:13]=[CH:12][C:11]=2[O:17]C)[N:3]=1.C(Cl)Cl.B(Br)(Br)Br. Product: [Cl:16][C:14]1[CH:13]=[CH:12][C:11]([OH:17])=[C:10]([C:4]2[C:5]([Cl:9])=[C:6]([Cl:8])[N:7]=[C:2]([Cl:1])[N:3]=2)[CH:15]=1. The catalyst class is: 6.